Dataset: Peptide-MHC class I binding affinity with 185,985 pairs from IEDB/IMGT. Task: Regression. Given a peptide amino acid sequence and an MHC pseudo amino acid sequence, predict their binding affinity value. This is MHC class I binding data. (1) The peptide sequence is KSAAIDGEYR. The MHC is HLA-A68:01 with pseudo-sequence HLA-A68:01. The binding affinity (normalized) is 0.547. (2) The peptide sequence is QAIANGVPV. The MHC is H-2-Db with pseudo-sequence H-2-Db. The binding affinity (normalized) is 0.862. (3) The peptide sequence is VATTHSWI. The MHC is HLA-A02:01 with pseudo-sequence HLA-A02:01. The binding affinity (normalized) is 0. (4) The peptide sequence is RPMTFKAAV. The MHC is HLA-A03:01 with pseudo-sequence HLA-A03:01. The binding affinity (normalized) is 0.296. (5) The peptide sequence is FVNRYGVAY. The MHC is HLA-A30:01 with pseudo-sequence HLA-A30:01. The binding affinity (normalized) is 0.0847. (6) The peptide sequence is SEEEGNFYV. The MHC is HLA-A02:01 with pseudo-sequence HLA-A02:01. The binding affinity (normalized) is 0.0883. (7) The peptide sequence is ILSPHNVVT. The MHC is HLA-A11:01 with pseudo-sequence HLA-A11:01. The binding affinity (normalized) is 0.0847. (8) The peptide sequence is ATAAATEAY. The MHC is SLA-10701 with pseudo-sequence SLA-10701. The binding affinity (normalized) is 0.554.